Dataset: hERG potassium channel inhibition data for cardiac toxicity prediction from Karim et al.. Task: Regression/Classification. Given a drug SMILES string, predict its toxicity properties. Task type varies by dataset: regression for continuous values (e.g., LD50, hERG inhibition percentage) or binary classification for toxic/non-toxic outcomes (e.g., AMES mutagenicity, cardiotoxicity, hepatotoxicity). Dataset: herg_karim. The molecule is CC(=O)NC[C@@H]1OC(=O)N2c3cc(F)c(C4=CCN(C(=O)CO)CC4)cc3OC[C@@H]12. The result is 0 (non-blocker).